This data is from Forward reaction prediction with 1.9M reactions from USPTO patents (1976-2016). The task is: Predict the product of the given reaction. (1) Given the reactants [CH3:1][C:2]1([CH3:20])[CH2:7][CH:6]([OH:8])[CH2:5][C:4]([CH3:10])([CH3:9])[N:3]1[O:11][CH:12]([C:14]1[CH:19]=[CH:18][CH:17]=[CH:16][CH:15]=1)[CH3:13].[C:21](O[C:21](=[O:26])[CH2:22][CH2:23][CH2:24][CH3:25])(=[O:26])[CH2:22][CH2:23][CH2:24][CH3:25].Cl, predict the reaction product. The product is: [C:21]([O:8][CH:6]1[CH2:7][C:2]([CH3:1])([CH3:20])[N:3]([O:11][CH:12]([C:14]2[CH:19]=[CH:18][CH:17]=[CH:16][CH:15]=2)[CH3:13])[C:4]([CH3:9])([CH3:10])[CH2:5]1)(=[O:26])[CH2:22][CH2:23][CH2:24][CH3:25]. (2) Given the reactants [F:1][CH:2]([F:27])[O:3][C:4]1[CH:26]=[CH:25][C:7]2[NH:8][C:9](C3C([N+]([O-])=O)=CN(C4CCCCO4)N=3)=[N:10][C:6]=2[CH:5]=1.FC(F)OC1C=CC2NC([C:38]3[C:42]([NH2:43])=[CH:41][N:40]([CH:44]4[CH2:49][CH2:48][CH2:47][CH2:46][O:45]4)[N:39]=3)=NC=2C=1, predict the reaction product. The product is: [F:27][CH:2]([F:1])[O:3][C:4]1[CH:26]=[CH:25][C:7]2[NH:8][C:9]([NH:43][C:42]3[CH:38]=[N:39][N:40]([CH:44]4[CH2:49][CH2:48][CH2:47][CH2:46][O:45]4)[CH:41]=3)=[N:10][C:6]=2[CH:5]=1. (3) Given the reactants [C:1]([O:5][C@@H:6]([C:11]1[C:40]([CH3:41])=[C:39]([C:42]([CH3:44])=[CH2:43])[C:38]2=[N:45][C:35]3=[CH:36][N:37]2[C:12]=1[N:13]1[CH2:50][CH2:49][C:16]([CH3:51])([O:17][CH2:18][CH2:19][CH2:20][CH2:21][C@H:22]([CH3:48])[O:23][C:24]2[CH:25]=[CH:26][C:27]([F:47])=[CH:28][C:29]=2[C:30]2[CH:46]=[C:34]3[CH:33]=[CH:32][CH:31]=2)[CH2:15][CH2:14]1)[C:7]([O:9][CH3:10])=[O:8])([CH3:4])([CH3:3])[CH3:2].C(O[C@@H](C1C(C)=C(CC)C2=NC3=CN2C=1N1CCC(C)(OCCCC[C@H](C)OC2C=CC(F)=CC=2C2C=C3C=CC=2)CC1)C(OC)=O)(C)(C)C, predict the reaction product. The product is: [C:1]([O:5][C@@H:6]([C:11]1[C:40]([CH3:41])=[C:39]([CH:42]([CH3:44])[CH3:43])[C:38]2=[N:45][C:35]3=[CH:36][N:37]2[C:12]=1[N:13]1[CH2:50][CH2:49][C:16]([CH3:51])([O:17][CH2:18][CH2:19][CH2:20][CH2:21][C@H:22]([CH3:48])[O:23][C:24]2[CH:25]=[CH:26][C:27]([F:47])=[CH:28][C:29]=2[C:30]2[CH:46]=[C:34]3[CH:33]=[CH:32][CH:31]=2)[CH2:15][CH2:14]1)[C:7]([O:9][CH3:10])=[O:8])([CH3:2])([CH3:3])[CH3:4]. (4) Given the reactants Br[C:2]1[CH:10]=[CH:9][CH:8]=[C:7]2[C:3]=1[CH:4]=[C:5]([C:11]([OH:13])=[O:12])[NH:6]2.[CH2:14]([C:16]1[CH:21]=[CH:20][CH:19]=[CH:18][C:17]=1B(O)O)[CH3:15], predict the reaction product. The product is: [CH2:14]([C:16]1[CH:21]=[CH:20][CH:19]=[CH:18][C:17]=1[C:2]1[CH:10]=[CH:9][CH:8]=[C:7]2[C:3]=1[CH:4]=[C:5]([C:11]([OH:13])=[O:12])[NH:6]2)[CH3:15]. (5) Given the reactants [CH2:1]([N:3]1[CH:7]=[C:6]([S:8](Cl)(=[O:10])=[O:9])[C:5]([CH3:12])=[N:4]1)[CH3:2].[OH-].[NH4+:14].O, predict the reaction product. The product is: [CH2:1]([N:3]1[CH:7]=[C:6]([S:8]([NH2:14])(=[O:10])=[O:9])[C:5]([CH3:12])=[N:4]1)[CH3:2]. (6) Given the reactants [F:1][C:2]1[CH:20]=[CH:19][CH:18]=[CH:17][C:3]=1[CH2:4][N:5]1[C:9]2=[N:10][CH:11]=[CH:12][CH:13]=[C:8]2[C:7]([C:14]([NH2:16])=[NH:15])=[N:6]1.[CH2:21]([C:28]([C:30]([F:33])([F:32])[F:31])=O)[C:22]([C:24]([F:27])([F:26])[F:25])=O, predict the reaction product. The product is: [F:25][C:24]([F:26])([F:27])[C:22]1[CH:21]=[C:28]([C:30]([F:31])([F:32])[F:33])[N:16]=[C:14]([C:7]2[C:8]3[C:9](=[N:10][CH:11]=[CH:12][CH:13]=3)[N:5]([CH2:4][C:3]3[CH:17]=[CH:18][CH:19]=[CH:20][C:2]=3[F:1])[N:6]=2)[N:15]=1.